From a dataset of Full USPTO retrosynthesis dataset with 1.9M reactions from patents (1976-2016). Predict the reactants needed to synthesize the given product. (1) Given the product [OH:67][C@@H:65]([CH3:66])[C:64]([N:61]1[CH2:62][CH2:63][CH:58]([NH:57][C:19]([C:16]2[C:12]3[N:13]=[CH:14][N:15]=[C:10]([C:8]4[CH:9]=[C:4]([C:1](=[O:3])[CH3:2])[CH:5]=[CH:6][C:7]=4[O:22][CH2:23][CH:24]4[CH2:25][CH2:26]4)[C:11]=3[NH:18][CH:17]=2)=[O:20])[CH2:59][CH2:60]1)=[O:68], predict the reactants needed to synthesize it. The reactants are: [C:1]([C:4]1[CH:5]=[CH:6][C:7]([O:22][CH2:23][CH:24]2[CH2:26][CH2:25]2)=[C:8]([C:10]2[C:11]3[NH:18][CH:17]=[C:16]([C:19](O)=[O:20])[C:12]=3[N:13]=[CH:14][N:15]=2)[CH:9]=1)(=[O:3])[CH3:2].Cl.CN(C)CCCN=C=NCC.C(N(CC)CC)C.ON1C2C=CC=CC=2N=N1.Cl.[NH2:57][CH:58]1[CH2:63][CH2:62][N:61]([C:64](=[O:68])[C@@H:65]([OH:67])[CH3:66])[CH2:60][CH2:59]1. (2) Given the product [F:4][C:3]([F:6])([F:5])[C:1]([OH:7])=[O:2].[N:19]1[C:18]2[NH:14][CH:15]=[CH:16][C:17]=2[C:22]([C:23]2[CH:24]=[N:25][N:26]([CH:28]3[CH2:29][CH2:30][C:31](=[CH:34][C:35]#[N:36])[CH2:32][CH2:33]3)[CH:27]=2)=[N:21][CH:20]=1, predict the reactants needed to synthesize it. The reactants are: [C:1]([OH:7])([C:3]([F:6])([F:5])[F:4])=[O:2].C[Si](C)(C)CCOC[N:14]1[C:18]2[N:19]=[CH:20][N:21]=[C:22]([C:23]3[CH:24]=[N:25][N:26]([CH:28]4[CH2:33][CH2:32][C:31](=[CH:34][C:35]#[N:36])[CH2:30][CH2:29]4)[CH:27]=3)[C:17]=2[CH:16]=[CH:15]1.[OH-].[NH4+]. (3) Given the product [CH3:18][N:19]1[CH:23]=[C:22]([C:2]2[N:7]=[N:6][C:5]([N:8]3[CH2:17][CH2:16][C:11]4([O:15][CH2:14][CH2:13][O:12]4)[CH2:10][CH2:9]3)=[CH:4][CH:3]=2)[CH:21]=[N:20]1, predict the reactants needed to synthesize it. The reactants are: Cl[C:2]1[N:7]=[N:6][C:5]([N:8]2[CH2:17][CH2:16][C:11]3([O:15][CH2:14][CH2:13][O:12]3)[CH2:10][CH2:9]2)=[CH:4][CH:3]=1.[CH3:18][N:19]1[CH:23]=[C:22](B2OC(C)(C)C(C)(C)O2)[CH:21]=[N:20]1.C([O-])([O-])=O.[K+].[K+]. (4) Given the product [C:1]([C:4]1[CH:13]=[CH:12][C:11]([O:14][CH3:15])=[C:10]2[C:5]=1[CH:6]=[CH:7][C:8]([C:16]([F:19])([F:17])[F:18])=[N:9]2)(=[O:3])[CH3:2], predict the reactants needed to synthesize it. The reactants are: [C:1]([C:4]1[CH:13]=[CH:12][C:11]([O:14][CH3:15])=[C:10]2[C:5]=1[C:6](Cl)=[CH:7][C:8]([C:16]([F:19])([F:18])[F:17])=[N:9]2)(=[O:3])[CH3:2].C(N(CC)CC)C. (5) Given the product [N:11]1[CH:16]=[CH:15][C:14]([C:17]2[CH:24]=[CH:23][C:20]([CH:21]=[O:22])=[CH:19][CH:18]=2)=[CH:13][CH:12]=1, predict the reactants needed to synthesize it. The reactants are: C(Cl)(=O)C(Cl)=O.CS(C)=O.[N:11]1[CH:16]=[CH:15][C:14]([C:17]2[CH:24]=[CH:23][C:20]([CH2:21][OH:22])=[CH:19][CH:18]=2)=[CH:13][CH:12]=1.CCN(CC)CC. (6) Given the product [CH:10]([C:13]1[CH:14]=[C:15]([NH:16][C:2]2[N:7]=[C:6]([NH:16][C:15]3[CH:17]=[CH:18][CH:19]=[C:13]([CH:10]([CH3:12])[CH3:11])[CH:14]=3)[C:5]([F:9])=[CH:4][N:3]=2)[CH:17]=[CH:18][CH:19]=1)([CH3:12])[CH3:11], predict the reactants needed to synthesize it. The reactants are: Cl[C:2]1[N:7]=[C:6](Cl)[C:5]([F:9])=[CH:4][N:3]=1.[CH:10]([C:13]1[CH:14]=[C:15]([CH:17]=[CH:18][CH:19]=1)[NH2:16])([CH3:12])[CH3:11].